From a dataset of Forward reaction prediction with 1.9M reactions from USPTO patents (1976-2016). Predict the product of the given reaction. Given the reactants O[Li].O.[CH:4]1[C:9]([C:10]2[CH:11]=[CH:12][C:13]([F:17])=[CH:14][C:15]=2[F:16])=[CH:8][C:7]([C:18]([OH:20])=[O:19])=[C:6]([OH:21])[CH:5]=1.[CH2:22]1COCC1.Cl, predict the reaction product. The product is: [F:16][C:15]1[CH:14]=[C:13]([F:17])[CH:12]=[CH:11][C:10]=1[C:9]1[CH:4]=[CH:5][C:6]([O:21][CH3:22])=[C:7]([C:18]([OH:20])=[O:19])[CH:8]=1.